From a dataset of Forward reaction prediction with 1.9M reactions from USPTO patents (1976-2016). Predict the product of the given reaction. (1) Given the reactants [C:1]([C:5]1[CH:10]=[CH:9][C:8]([S:11]([NH:14][C:15]2[CH:20]=[CH:19][CH:18]=[C:17]([N:21]([CH3:23])[CH3:22])[CH:16]=2)(=[O:13])=[O:12])=[CH:7][CH:6]=1)([CH3:4])([CH3:3])[CH3:2].Br[CH2:25][C:26]([O:28]C(C)(C)C)=[O:27], predict the reaction product. The product is: [C:1]([C:5]1[CH:6]=[CH:7][C:8]([S:11]([N:14]([CH2:25][C:26]([OH:28])=[O:27])[C:15]2[CH:20]=[CH:19][CH:18]=[C:17]([N:21]([CH3:23])[CH3:22])[CH:16]=2)(=[O:12])=[O:13])=[CH:9][CH:10]=1)([CH3:4])([CH3:2])[CH3:3]. (2) The product is: [Cl:22][C:19]1[CH:18]=[CH:17][C:16]([CH2:15][NH:14][C:12]([C:10]2[CH:9]=[CH:8][C:3]([C:4]([O:6][CH3:7])=[O:5])=[C:2]([N:1]=[C:23]=[S:24])[CH:11]=2)=[O:13])=[CH:21][CH:20]=1. Given the reactants [NH2:1][C:2]1[CH:11]=[C:10]([C:12]([NH:14][CH2:15][C:16]2[CH:21]=[CH:20][C:19]([Cl:22])=[CH:18][CH:17]=2)=[O:13])[CH:9]=[CH:8][C:3]=1[C:4]([O:6][CH3:7])=[O:5].[C:23](Cl)(Cl)=[S:24], predict the reaction product. (3) Given the reactants [Cl:1][C:2]1[CH:3]=[CH:4][C:5]([O:35][CH3:36])=[C:6]([CH:34]=1)[CH2:7][CH:8]1[C:14](=[O:15])[N:13]([C:16]([NH:18][CH:19]([CH2:31][CH3:32])[C:20]([NH:22]CC(OC(C)(C)C)=O)=[O:21])=[O:17])[CH2:12][C:11](=[O:33])[NH:10][CH2:9]1.Cl.[C:38]([O:42]C(=O)CN)([CH3:41])([CH3:40])[CH3:39].Cl.C(ON)(C)(C)C, predict the reaction product. The product is: [C:38]([O:42][NH:22][C:20]([C@H:19]([NH:18][C:16]([N:13]1[C:14](=[O:15])[CH:8]([CH2:7][C:6]2[CH:34]=[C:2]([Cl:1])[CH:3]=[CH:4][C:5]=2[O:35][CH3:36])[CH2:9][NH:10][C:11](=[O:33])[CH2:12]1)=[O:17])[CH2:31][CH3:32])=[O:21])([CH3:41])([CH3:40])[CH3:39]. (4) Given the reactants C[O:2][C:3]1[CH:21]=[CH:20][C:6]([N:7]([C:14]2[CH:19]=[CH:18][CH:17]=[CH:16][CH:15]=2)[C:8]2[CH:13]=[CH:12][CH:11]=[CH:10][CH:9]=2)=[CH:5][CH:4]=1.B(Br)(Br)Br.CO.O, predict the reaction product. The product is: [C:8]1([N:7]([C:14]2[CH:19]=[CH:18][CH:17]=[CH:16][CH:15]=2)[C:6]2[CH:20]=[CH:21][C:3]([OH:2])=[CH:4][CH:5]=2)[CH:13]=[CH:12][CH:11]=[CH:10][CH:9]=1. (5) Given the reactants [CH3:1][C:2]1[O:6][C:5]([C:7]2[CH:12]=[CH:11][CH:10]=[CH:9][CH:8]=2)=[N:4][C:3]=1[CH2:13][O:14][C:15]1[CH:23]=[CH:22][C:18]([CH2:19][O:20][NH2:21])=[CH:17][CH:16]=1.O=[C:25]([C:37]1[CH:42]=[CH:41][CH:40]=[CH:39][CH:38]=1)[CH2:26][CH2:27][CH2:28][CH2:29][CH2:30][CH2:31][C:32]([O:34][CH2:35][CH3:36])=[O:33].C(O)(=O)C.C([O-])(=O)C.[Na+], predict the reaction product. The product is: [CH3:1][C:2]1[O:6][C:5]([C:7]2[CH:8]=[CH:9][CH:10]=[CH:11][CH:12]=2)=[N:4][C:3]=1[CH2:13][O:14][C:15]1[CH:16]=[CH:17][C:18]([CH2:19][O:20]/[N:21]=[C:25](/[C:37]2[CH:38]=[CH:39][CH:40]=[CH:41][CH:42]=2)\[CH2:26][CH2:27][CH2:28][CH2:29][CH2:30][CH2:31][C:32]([O:34][CH2:35][CH3:36])=[O:33])=[CH:22][CH:23]=1. (6) Given the reactants [C:1](=O)([O-])[O-].[K+].[K+].CI.[F:9][C:10]([F:24])([F:23])[C:11]([NH:13][C:14]1[CH:15]=[C:16]2[C:20](=[CH:21][CH:22]=1)[NH:19][N:18]=[CH:17]2)=[O:12].O, predict the reaction product. The product is: [F:24][C:10]([F:9])([F:23])[C:11]([N:13]([C:14]1[CH:15]=[C:16]2[C:20](=[CH:21][CH:22]=1)[NH:19][N:18]=[CH:17]2)[CH3:1])=[O:12]. (7) Given the reactants [CH3:1][O:2][C:3]1[CH:8]=[CH:7][C:6]([N:9]2[C:13]3=[C:14]4[C:18](=[CH:19][CH:20]=[C:12]3[C:11]([C:21](O)=[O:22])=[N:10]2)[NH:17][N:16]=[CH:15]4)=[CH:5][CH:4]=1.C(C1NC=CN=1)(C1NC=CN=1)=O.C([O-])([O-])=O.[Na+].[Na+].Cl.[NH2:43][OH:44], predict the reaction product. The product is: [OH:44][NH:43][C:21]([C:11]1[C:12]2[C:13](=[C:14]3[C:18](=[CH:19][CH:20]=2)[NH:17][N:16]=[CH:15]3)[N:9]([C:6]2[CH:7]=[CH:8][C:3]([O:2][CH3:1])=[CH:4][CH:5]=2)[N:10]=1)=[O:22].